From a dataset of Forward reaction prediction with 1.9M reactions from USPTO patents (1976-2016). Predict the product of the given reaction. (1) Given the reactants [Cl-].[NH4+].C[Al](C)C.C.ClC1C(C#N)=[N:11]C=C(Cl)C=1.[F:18][C:19]1[C:20]([C:26]#[N:27])=[N:21][CH:22]=[C:23]([F:25])[CH:24]=1, predict the reaction product. The product is: [F:18][C:19]1[C:20]([C:26](=[NH:11])[NH2:27])=[N:21][CH:22]=[C:23]([F:25])[CH:24]=1. (2) Given the reactants [CH3:1][C:2]1([CH3:18])[O:17][C:6]2=[CH:7][C:8]3[C:9]([CH3:16])=[CH:10][C:11]([CH3:15])=[N:12][C:13]=3[CH:14]=[C:5]2[CH:4]=[CH:3]1.CN1C=CN=C1.Cl[O-].[Na+].S([O-])([O-])(=[O:30])=S.[Na+].[Na+], predict the reaction product. The product is: [O:30]1[C@@H:4]2[C:5]3[C:6]([O:17][C:2]([CH3:18])([CH3:1])[C@H:3]12)=[CH:7][C:8]1[C:9]([CH3:16])=[CH:10][C:11]([CH3:15])=[N:12][C:13]=1[CH:14]=3. (3) Given the reactants [CH3:1][C:2]1[CH:3]=[C:4]2[C:8](=[CH:9][C:10]=1[CH3:11])[NH:7][C:6](=[O:12])[C:5]2=O.[CH:14]1[C:19]([NH:20][NH2:21])=[CH:18][CH:17]=[C:16]([S:22]([NH2:25])(=[O:24])=[O:23])[CH:15]=1.Cl, predict the reaction product. The product is: [CH3:1][C:2]1[CH:3]=[C:4]2[C:8](=[CH:9][C:10]=1[CH3:11])[NH:7][C:6](=[O:12])[C:5]2=[N:21][NH:20][C:19]1[CH:18]=[CH:17][C:16]([S:22]([NH2:25])(=[O:23])=[O:24])=[CH:15][CH:14]=1. (4) Given the reactants OC1C=CC=C2C=1N=CC=C2.[NH2:12][C:13]1[CH:18]=[CH:17][CH:16]=[CH:15][C:14]=1[SH:19].[OH:20][C:21]1[CH:22]=[CH:23][CH:24]=[C:25]2[C:30]=1[N:29]=[C:28]([C:31](O)=O)[CH:27]=[CH:26]2.O=O, predict the reaction product. The product is: [S:19]1[C:14]2[CH:15]=[CH:16][CH:17]=[CH:18][C:13]=2[N:12]=[C:31]1[C:28]1[CH:27]=[CH:26][C:25]2[C:30](=[C:21]([OH:20])[CH:22]=[CH:23][CH:24]=2)[N:29]=1. (5) Given the reactants [CH3:1][O:2][C:3]([C@:5]1([NH:15][S:16]([C:19]2[S:23][C:22]([NH2:24])=[N:21][CH:20]=2)(=[O:18])=[O:17])[CH2:7][C@:6]1([CH3:14])[C:8]1[CH:13]=[CH:12][CH:11]=[CH:10][CH:9]=1)=[O:4].[Br:25][CH2:26][C:27]([CH2:29]Br)=O, predict the reaction product. The product is: [CH3:1][O:2][C:3]([C@:5]1([NH:15][S:16]([C:19]2[S:23][C:22]3=[N:24][C:27]([CH2:26][Br:25])=[CH:29][N:21]3[CH:20]=2)(=[O:18])=[O:17])[CH2:7][C@:6]1([CH3:14])[C:8]1[CH:9]=[CH:10][CH:11]=[CH:12][CH:13]=1)=[O:4].